Dataset: Full USPTO retrosynthesis dataset with 1.9M reactions from patents (1976-2016). Task: Predict the reactants needed to synthesize the given product. (1) Given the product [OH:29][C:17]1[C:16]([CH2:15][CH:14]=[C:13]([CH3:36])[CH2:12][NH:11][CH2:10][CH2:9][P:4](=[O:3])([OH:8])[OH:5])=[C:24]([O:25][CH3:26])[C:23]([CH3:27])=[C:22]2[C:18]=1[C:19](=[O:28])[O:20][CH2:21]2, predict the reactants needed to synthesize it. The reactants are: C([O:3][P:4]([CH2:9][CH2:10][NH:11][CH2:12][C:13]([CH3:36])=[CH:14][CH2:15][C:16]1[C:17]([O:29]CC[Si](C)(C)C)=[C:18]2[C:22](=[C:23]([CH3:27])[C:24]=1[O:25][CH3:26])[CH2:21][O:20][C:19]2=[O:28])(=[O:8])[O:5]CC)C.C[Si](Br)(C)C.N1C(C)=CC=CC=1C.CN(C=O)C. (2) Given the product [Cl:1][C:2]1[CH:7]=[CH:6][C:5]([S:8]([NH:11][C:12]2[C:13]([C:19]3[N:27]([C:28]4[C:32]([CH3:33])=[CH:31][NH:30][N:29]=4)[CH:36]=[N:22][N:21]=3)=[N:14][CH:15]=[C:16]([Cl:18])[CH:17]=2)(=[O:10])=[O:9])=[CH:4][C:3]=1[C:23]([F:26])([F:25])[F:24], predict the reactants needed to synthesize it. The reactants are: [Cl:1][C:2]1[CH:7]=[CH:6][C:5]([S:8]([NH:11][C:12]2[C:13]([C:19]([NH:21][NH2:22])=O)=[N:14][CH:15]=[C:16]([Cl:18])[CH:17]=2)(=[O:10])=[O:9])=[CH:4][C:3]=1[C:23]([F:26])([F:25])[F:24].[NH2:27][C:28]1[C:32]([CH2:33]O)=[CH:31][NH:30][N:29]=1.N[C:36]1C(C(OCC)=O)=CNN=1.[H-].[H-].[H-].[H-].[Li+].[Al+3].